Dataset: Experimentally validated miRNA-target interactions with 360,000+ pairs, plus equal number of negative samples. Task: Binary Classification. Given a miRNA mature sequence and a target amino acid sequence, predict their likelihood of interaction. The miRNA is hsa-miR-1234-3p with sequence UCGGCCUGACCACCCACCCCAC. The protein sequence of the target gene is MPRGQKSKLRAREKRRQARGGLEDLIDALDILEEEEESPPSASACLKDVFQSSLDGASNNPHGLREAQSTSTSATAASHTRHPEGVNDQMEERPICTQDLEATDSFPRGPVDEKVIILVHYLLYKYQMKEPITKADMLRNVTQMSKSQFPVILSRASEHLELIFGLDLKEVEPNKHIYVLVNKLDLGCDAKLSDETGVPKTGLLMTVLGIIFTNGNCVAEEEVWKVFNTMGLYDGIEHFMFGEPRKLLTKDLVKENYLEYQQVPNSDPPRYQFLWGPRAHAETSKMKVLEFLAKVNDTAP.... Result: 0 (no interaction).